From a dataset of CYP1A2 inhibition data for predicting drug metabolism from PubChem BioAssay. Regression/Classification. Given a drug SMILES string, predict its absorption, distribution, metabolism, or excretion properties. Task type varies by dataset: regression for continuous measurements (e.g., permeability, clearance, half-life) or binary classification for categorical outcomes (e.g., BBB penetration, CYP inhibition). Dataset: cyp1a2_veith. (1) The molecule is O=C(N/N=C/C=C/c1ccc([N+](=O)[O-])cc1)c1cccs1. The result is 0 (non-inhibitor). (2) The compound is CCN1CCc2c(sc(N)c2C(N)=O)C1. The result is 0 (non-inhibitor). (3) The drug is O=C(NNC(=O)C1COc2ccccc2O1)c1ccccc1. The result is 0 (non-inhibitor). (4) The compound is COc1ccccc1CNc1ncnc2ccc(-c3cccc(NS(C)(=O)=O)c3)cc12. The result is 1 (inhibitor). (5) The molecule is CC(C)=NOCc1ccc(-c2cn([C@@H]3COC[C@@H]3O)nn2)cc1. The result is 0 (non-inhibitor). (6) The compound is COc1ccc2[nH]cc(CCNc3ncnc4ccc(-c5ccc6c(c5)OCO6)cc34)c2c1. The result is 1 (inhibitor). (7) The drug is Cc1cc2c(c(=O)o1)[C@@H](O)[C@H]1O[C@@H]1C2=O. The result is 0 (non-inhibitor).